Dataset: Catalyst prediction with 721,799 reactions and 888 catalyst types from USPTO. Task: Predict which catalyst facilitates the given reaction. (1) Reactant: [Br:1][C:2]1[C:3]([OH:11])=[CH:4][C:5]([Cl:10])=[C:6]([CH:9]=1)[C:7]#[N:8].O.[OH-].[Li+].S(OC)(O[CH3:18])=O. Product: [Br:1][C:2]1[C:3]([O:11][CH3:18])=[CH:4][C:5]([Cl:10])=[C:6]([CH:9]=1)[C:7]#[N:8]. The catalyst class is: 7. (2) Reactant: [N:1]1[C:10]2[C:5](=[CH:6][C:7]([CH2:11][C:12]([OH:14])=[O:13])=[CH:8][CH:9]=2)[CH:4]=[CH:3][CH:2]=1.OS(O)(=O)=O.[CH3:20]O. Product: [CH3:20][O:13][C:12](=[O:14])[CH2:11][C:7]1[CH:6]=[C:5]2[C:10](=[CH:9][CH:8]=1)[N:1]=[CH:2][CH:3]=[CH:4]2. The catalyst class is: 4.